This data is from Full USPTO retrosynthesis dataset with 1.9M reactions from patents (1976-2016). The task is: Predict the reactants needed to synthesize the given product. (1) Given the product [CH3:1][O:2][C:3](=[O:19])[C:4]1[CH:9]=[CH:8][C:7]([CH2:10][S:27][C:23]2[CH:22]=[N:21][CH:26]=[CH:25][CH:24]=2)=[CH:6][C:5]=1[C:12]1[CH:17]=[CH:16][CH:15]=[CH:14][C:13]=1[CH3:18], predict the reactants needed to synthesize it. The reactants are: [CH3:1][O:2][C:3](=[O:19])[C:4]1[CH:9]=[CH:8][C:7]([CH2:10]Cl)=[CH:6][C:5]=1[C:12]1[CH:17]=[CH:16][CH:15]=[CH:14][C:13]=1[CH3:18].[K].[N:21]1[CH:26]=[CH:25][CH:24]=[C:23]([SH:27])[CH:22]=1.O. (2) Given the product [CH3:22][N:17]1[C:3]2[C:2]([CH3:18])([CH3:1])[CH2:7][N:6]([C:8]([O:10][C:11]([CH3:12])([CH3:13])[CH3:14])=[O:9])[CH2:5][C:4]=2[CH:15]=[N:16]1, predict the reactants needed to synthesize it. The reactants are: [CH3:1][C:2]1([CH3:18])[CH2:7][N:6]([C:8]([O:10][C:11]([CH3:14])([CH3:13])[CH3:12])=[O:9])[CH2:5][C:4]2[CH:15]=[N:16][NH:17][C:3]1=2.[H-].[Na+].I[CH3:22].